From a dataset of NCI-60 drug combinations with 297,098 pairs across 59 cell lines. Regression. Given two drug SMILES strings and cell line genomic features, predict the synergy score measuring deviation from expected non-interaction effect. (1) Drug 1: C1=CC=C(C=C1)NC(=O)CCCCCCC(=O)NO. Drug 2: CC(C)NC(=O)C1=CC=C(C=C1)CNNC.Cl. Cell line: UACC62. Synergy scores: CSS=12.2, Synergy_ZIP=-5.17, Synergy_Bliss=0.0226, Synergy_Loewe=-29.4, Synergy_HSA=-1.61. (2) Drug 1: CN1CCC(CC1)COC2=C(C=C3C(=C2)N=CN=C3NC4=C(C=C(C=C4)Br)F)OC. Drug 2: C1CNP(=O)(OC1)N(CCCl)CCCl. Cell line: NCI/ADR-RES. Synergy scores: CSS=4.52, Synergy_ZIP=0.178, Synergy_Bliss=3.28, Synergy_Loewe=-6.90, Synergy_HSA=-0.329. (3) Drug 1: C1=CN(C(=O)N=C1N)C2C(C(C(O2)CO)O)O.Cl. Drug 2: CCCCC(=O)OCC(=O)C1(CC(C2=C(C1)C(=C3C(=C2O)C(=O)C4=C(C3=O)C=CC=C4OC)O)OC5CC(C(C(O5)C)O)NC(=O)C(F)(F)F)O. Cell line: CCRF-CEM. Synergy scores: CSS=75.9, Synergy_ZIP=-0.483, Synergy_Bliss=-0.508, Synergy_Loewe=-3.19, Synergy_HSA=0.777. (4) Drug 1: C1=NC(=NC(=O)N1C2C(C(C(O2)CO)O)O)N. Drug 2: C(CCl)NC(=O)N(CCCl)N=O. Cell line: NCI/ADR-RES. Synergy scores: CSS=4.08, Synergy_ZIP=-1.06, Synergy_Bliss=2.97, Synergy_Loewe=-2.21, Synergy_HSA=-0.408. (5) Drug 1: C1CN1P(=S)(N2CC2)N3CC3. Drug 2: C(CC(=O)O)C(=O)CN.Cl. Cell line: SF-268. Synergy scores: CSS=16.3, Synergy_ZIP=-8.14, Synergy_Bliss=-6.71, Synergy_Loewe=-6.50, Synergy_HSA=-3.17. (6) Drug 1: C(CC(=O)O)C(=O)CN.Cl. Drug 2: COCCOC1=C(C=C2C(=C1)C(=NC=N2)NC3=CC=CC(=C3)C#C)OCCOC.Cl. Cell line: CAKI-1. Synergy scores: CSS=12.3, Synergy_ZIP=-2.20, Synergy_Bliss=1.87, Synergy_Loewe=1.72, Synergy_HSA=2.63. (7) Synergy scores: CSS=78.2, Synergy_ZIP=-3.00, Synergy_Bliss=-2.19, Synergy_Loewe=-2.57, Synergy_HSA=1.22. Drug 1: C1CN1C2=NC(=NC(=N2)N3CC3)N4CC4. Cell line: ACHN. Drug 2: C1=NC2=C(N1)C(=S)N=C(N2)N.